This data is from Full USPTO retrosynthesis dataset with 1.9M reactions from patents (1976-2016). The task is: Predict the reactants needed to synthesize the given product. (1) Given the product [Cl:39][C:36]1[CH:37]=[CH:38][C:33]([C:32]#[C:31][C:18]2[CH:17]=[C:16]([C:15]#[C:14][CH2:13][O:12][C:9]3[CH:10]=[CH:11][C:6]([O:5][CH2:4][C:3]([OH:41])=[O:2])=[C:7]([CH3:40])[CH:8]=3)[CH:21]=[C:20]([C:22]#[C:23][CH2:24][N:25]3[CH2:26][CH2:27][O:28][CH2:29][CH2:30]3)[CH:19]=2)=[CH:34][CH:35]=1, predict the reactants needed to synthesize it. The reactants are: C[O:2][C:3](=[O:41])[CH2:4][O:5][C:6]1[CH:11]=[CH:10][C:9]([O:12][CH2:13][C:14]#[C:15][C:16]2[CH:21]=[C:20]([C:22]#[C:23][CH2:24][N:25]3[CH2:30][CH2:29][O:28][CH2:27][CH2:26]3)[CH:19]=[C:18]([C:31]#[C:32][C:33]3[CH:38]=[CH:37][C:36]([Cl:39])=[CH:35][CH:34]=3)[CH:17]=2)=[CH:8][C:7]=1[CH3:40].[Li+].[OH-].O.Cl. (2) Given the product [CH3:16][N:17]1[CH:21]=[C:20]([C:2]2[CH:15]=[N:14][C:5]3[NH:6][C:7]4[CH:12]=[N:11][C:10]([C:20]5[CH:19]=[N:18][N:17]([CH3:16])[CH:21]=5)=[CH:9][C:8]=4[C:4]=3[CH:3]=2)[CH:19]=[N:18]1, predict the reactants needed to synthesize it. The reactants are: Br[C:2]1[CH:15]=[N:14][C:5]2[NH:6][C:7]3[CH:12]=[N:11][C:10](Br)=[CH:9][C:8]=3[C:4]=2[CH:3]=1.[CH3:16][N:17]1[CH:21]=[C:20](B2OC(C)(C)C(C)(C)O2)[CH:19]=[N:18]1.C(=O)([O-])[O-].[Na+].[Na+]. (3) Given the product [ClH:40].[N:25]1[CH:30]=[CH:29][C:28]([C:2]2[CH:11]=[CH:10][CH:9]=[C:8]3[C:3]=2[CH:4]=[N:5][N:6]([CH2:13][CH2:14][C:15]2[CH:24]=[CH:23][C:22]4[C:17](=[CH:18][CH:19]=[CH:20][CH:21]=4)[N:16]=2)[C:7]3=[O:12])=[CH:27][CH:26]=1, predict the reactants needed to synthesize it. The reactants are: Br[C:2]1[CH:11]=[CH:10][CH:9]=[C:8]2[C:3]=1[CH:4]=[N:5][N:6]([CH2:13][CH2:14][C:15]1[CH:24]=[CH:23][C:22]3[C:17](=[CH:18][CH:19]=[CH:20][CH:21]=3)[N:16]=1)[C:7]2=[O:12].[N:25]1[CH:30]=[CH:29][C:28](B(O)O)=[CH:27][CH:26]=1.C([O-])([O-])=O.[Na+].[Na+].[ClH:40]. (4) Given the product [NH2:1][C:2]1[C:3]2[N:14]([CH2:15][O:16][CH2:17][C:18]3[CH:23]=[CH:22][CH:21]=[CH:20][CH:19]=3)[C:24]([CH3:25])=[C:12]([C:34]#[C:33][CH2:32][CH2:31][OH:38])[C:4]=2[N:5]=[C:6]([CH2:8][CH2:9][CH2:10][CH3:11])[N:7]=1, predict the reactants needed to synthesize it. The reactants are: [NH2:1][C:2]1[C:3]2[N:14]([CH2:15][O:16][CH2:17][C:18]3[CH:23]=[CH:22][CH:21]=[CH:20][CH:19]=3)C=[C:12]([C:24]#[C:25]CCCCO)[C:4]=2[N:5]=[C:6]([CH2:8][CH2:9][CH2:10][CH3:11])[N:7]=1.[CH2:31]([O:38]CN1C2C(N)=NC(COCC)=NC=2C(I)=C1)[C:32]1C=CC=[CH:34][CH:33]=1.C(O)CC#C.